Dataset: Full USPTO retrosynthesis dataset with 1.9M reactions from patents (1976-2016). Task: Predict the reactants needed to synthesize the given product. The reactants are: [C:1]([C:3]1[CH:4]=[C:5]([C:9]2[CH:10]=[C:11]([CH:16]=[C:17]([CH:19]=[O:20])[CH:18]=2)[C:12]([O:14][CH3:15])=[O:13])[CH:6]=[CH:7][CH:8]=1)#[N:2].[CH:21]([O-])([O-])[O:22]C.O.[C:27]1(C)C=CC(S(O)(=O)=O)=CC=1.C(N(CC)CC)C. Given the product [C:1]([C:3]1[CH:4]=[C:5]([C:9]2[CH:10]=[C:11]([CH:16]=[C:17]([CH:19]([O:22][CH3:21])[O:20][CH3:27])[CH:18]=2)[C:12]([O:14][CH3:15])=[O:13])[CH:6]=[CH:7][CH:8]=1)#[N:2], predict the reactants needed to synthesize it.